Dataset: Full USPTO retrosynthesis dataset with 1.9M reactions from patents (1976-2016). Task: Predict the reactants needed to synthesize the given product. (1) Given the product [Cl:1][C:2]1[CH:3]=[C:4]([C:27]#[C:26][Si:23]([CH3:25])([CH3:24])[CH3:22])[C:5]([NH2:8])=[N:6][CH:7]=1, predict the reactants needed to synthesize it. The reactants are: [Cl:1][C:2]1[CH:3]=[C:4](I)[C:5]([NH2:8])=[N:6][CH:7]=1.C1COCC1.C(N(CC)CC)C.[CH3:22][Si:23]([C:26]#[CH:27])([CH3:25])[CH3:24]. (2) Given the product [Cl:22][C:4]1[CH:3]=[C:2]([NH:1][C:24]2[C:25]3[N:32]([CH2:33][CH2:34][O:35][CH3:36])[CH:31]=[CH:30][C:26]=3[N:27]=[CH:28][N:29]=2)[CH:21]=[CH:20][C:5]=1[O:6][C:7]1[CH:8]=[CH:9][C:10]([F:19])=[C:11]([CH:18]=1)[C:12]([NH:14][CH:15]1[CH2:17][CH2:16]1)=[O:13], predict the reactants needed to synthesize it. The reactants are: [NH2:1][C:2]1[CH:21]=[CH:20][C:5]([O:6][C:7]2[CH:8]=[CH:9][C:10]([F:19])=[C:11]([CH:18]=2)[C:12]([NH:14][CH:15]2[CH2:17][CH2:16]2)=[O:13])=[C:4]([Cl:22])[CH:3]=1.Cl[C:24]1[C:25]2[N:32]([CH2:33][CH2:34][O:35][CH3:36])[CH:31]=[CH:30][C:26]=2[N:27]=[CH:28][N:29]=1.